This data is from Catalyst prediction with 721,799 reactions and 888 catalyst types from USPTO. The task is: Predict which catalyst facilitates the given reaction. Reactant: [C:1]([O:5][C:6](=[O:20])[NH:7][CH2:8][C:9]12[CH2:18][CH:13]3[CH2:14][CH:15]([CH2:17][CH:11]([CH:12]3[OH:19])[CH2:10]1)[CH2:16]2)([CH3:4])([CH3:3])[CH3:2].CC(OI1(OC(C)=O)(OC(C)=O)OC(=O)C2C=CC=CC1=2)=O. Product: [C:1]([O:5][C:6](=[O:20])[NH:7][CH2:8][C:9]12[CH2:18][CH:13]3[CH2:14][CH:15]([CH2:17][CH:11]([C:12]3=[O:19])[CH2:10]1)[CH2:16]2)([CH3:4])([CH3:2])[CH3:3]. The catalyst class is: 2.